This data is from Full USPTO retrosynthesis dataset with 1.9M reactions from patents (1976-2016). The task is: Predict the reactants needed to synthesize the given product. (1) Given the product [C:19]([O:23][C:24]([N:26]1[CH2:27][CH2:28][C:29]2[CH:36]=[C:35]([NH:37][S:15]([C:12]3[CH:13]=[CH:14][C:9]([O:8][CH2:1][C:2]4[CH:7]=[CH:6][CH:5]=[CH:4][CH:3]=4)=[CH:10][CH:11]=3)(=[O:17])=[O:16])[C:34]([Br:38])=[CH:33][C:30]=2[CH2:31][CH2:32]1)=[O:25])([CH3:22])([CH3:20])[CH3:21], predict the reactants needed to synthesize it. The reactants are: [CH2:1]([O:8][C:9]1[CH:14]=[CH:13][C:12]([S:15](Cl)(=[O:17])=[O:16])=[CH:11][CH:10]=1)[C:2]1[CH:7]=[CH:6][CH:5]=[CH:4][CH:3]=1.[C:19]([O:23][C:24]([N:26]1[CH2:32][CH2:31][C:30]2[CH:33]=[C:34]([Br:38])[C:35]([NH2:37])=[CH:36][C:29]=2[CH2:28][CH2:27]1)=[O:25])([CH3:22])([CH3:21])[CH3:20]. (2) Given the product [CH3:1][C:2]1[C:6]([CH3:7])=[C:5]([NH:8][C:9]([N:36]2[CH2:37][CH2:38][N:33]([C:29]3[N:28]=[C:27]([C:21]4[CH:22]=[CH:23][CH:24]=[C:25]([F:26])[C:20]=4[F:19])[CH:32]=[CH:31][N:30]=3)[CH2:34][CH2:35]2)=[O:16])[O:4][N:3]=1, predict the reactants needed to synthesize it. The reactants are: [CH3:1][C:2]1[C:6]([CH3:7])=[C:5]([NH:8][C:9](=[O:16])OCC(Cl)(Cl)Cl)[O:4][N:3]=1.Cl.Cl.[F:19][C:20]1[C:25]([F:26])=[CH:24][CH:23]=[CH:22][C:21]=1[C:27]1[CH:32]=[CH:31][N:30]=[C:29]([N:33]2[CH2:38][CH2:37][NH:36][CH2:35][CH2:34]2)[N:28]=1. (3) Given the product [N:9]1([C:20]2[CH:19]=[C:18]([C@@H:17]([NH2:7])[CH3:16])[CH:27]=[CH:26][CH:21]=2)[CH:13]=[CH:12][N:11]=[CH:10]1, predict the reactants needed to synthesize it. The reactants are: C(OC(=O)[NH2:7])(C)(C)C.[NH:9]1[CH:13]=[CH:12][N:11]=[CH:10]1.N1[C:27]2[C:18](=[CH:19][CH:20]=[C:21]3[C:26]=2N=CC=C3)[CH:17]=[CH:16]C=1.C(=CC(C=CC1C=CC=CC=1)=O)C1C=CC=CC=1.C(=O)([O-])[O-].[Cs+].[Cs+]. (4) Given the product [CH2:1]([O:8][C:9]1[CH:14]=[CH:13][C:12]([C:15]2[O:19][C:18]([CH2:20][NH:21][C:33](=[O:34])[CH:32]([OH:36])[CH2:31][CH2:30][CH2:29][CH2:28][CH2:27][O:26][C:25]3[CH:37]=[CH:38][CH:39]=[C:23]([F:22])[CH:24]=3)=[N:17][N:16]=2)=[CH:11][CH:10]=1)[C:2]1[CH:3]=[CH:4][CH:5]=[CH:6][CH:7]=1, predict the reactants needed to synthesize it. The reactants are: [CH2:1]([O:8][C:9]1[CH:14]=[CH:13][C:12]([C:15]2[O:19][C:18]([CH2:20][NH2:21])=[N:17][N:16]=2)=[CH:11][CH:10]=1)[C:2]1[CH:7]=[CH:6][CH:5]=[CH:4][CH:3]=1.[F:22][C:23]1[CH:24]=[C:25]([CH:37]=[CH:38][CH:39]=1)[O:26][CH2:27][CH2:28][CH2:29][CH2:30][CH2:31][CH:32]([OH:36])[C:33](O)=[O:34].CN(C)CCCN=C=NCC.CCN(C(C)C)C(C)C.C1C=CC2N(O)N=NC=2C=1.